This data is from Reaction yield outcomes from USPTO patents with 853,638 reactions. The task is: Predict the reaction yield, written as a fraction of the theoretical maximum amount of product (1.0 means a 100% yield; for example, 0.34 means a 34% yield). (1) The reactants are Br[CH2:2][C:3]1[NH:8][C:7]([C:9]2[S:10][CH:11]=[CH:12][N:13]=2)=[N:6][CH:5]([C:14]2[CH:19]=[CH:18][C:17]([F:20])=[CH:16][C:15]=2[Cl:21])[C:4]=1[C:22]([O:24][CH3:25])=[O:23].Cl.[NH:27]1[CH2:32][CH2:31][O:30][CH:29]([C:33]([OH:35])=[O:34])[CH2:28]1. No catalyst specified. The product is [Cl:21][C:15]1[CH:16]=[C:17]([F:20])[CH:18]=[CH:19][C:14]=1[CH:5]1[N:6]=[C:7]([C:9]2[S:10][CH:11]=[CH:12][N:13]=2)[NH:8][C:3]([CH2:2][N:27]2[CH2:32][CH2:31][O:30][CH:29]([C:33]([OH:35])=[O:34])[CH2:28]2)=[C:4]1[C:22]([O:24][CH3:25])=[O:23]. The yield is 0.400. (2) The reactants are C[O:2][C:3]([C@@H:5]1[CH2:9][C@@H:8]([OH:10])[CH2:7][N:6]1[C:11](=[O:28])[C@@H:12]([NH:20][C:21]([O:23][C:24]([CH3:27])([CH3:26])[CH3:25])=[O:22])[CH2:13][CH2:14][CH2:15][CH2:16][CH2:17][CH:18]=[CH2:19])=[O:4].CO.O.[OH-].[Li+]. The catalyst is C1COCC1. The product is [C:24]([O:23][C:21]([NH:20][C@@H:12]([CH2:13][CH2:14][CH2:15][CH2:16][CH2:17][CH:18]=[CH2:19])[C:11]([N:6]1[CH2:7][C@H:8]([OH:10])[CH2:9][C@H:5]1[C:3]([OH:4])=[O:2])=[O:28])=[O:22])([CH3:27])([CH3:26])[CH3:25]. The yield is 0.960. (3) The reactants are [F:1][C:2]1[CH:8]=[CH:7][CH:6]=[CH:5][C:3]=1[NH2:4].[Br:9][C:10]1[C:11]([F:21])=[C:12]([F:20])[C:13](F)=[C:14]([CH:18]=1)[C:15]([OH:17])=[O:16].[Li+].C[Si]([N-][Si](C)(C)C)(C)C. The yield is 0.750. The product is [Br:9][C:10]1[C:11]([F:21])=[C:12]([F:20])[C:13]([NH:4][C:3]2[CH:5]=[CH:6][CH:7]=[CH:8][C:2]=2[F:1])=[C:14]([CH:18]=1)[C:15]([OH:17])=[O:16]. The catalyst is C1COCC1. (4) The reactants are [NH2:1][C:2]1[CH:7]=[CH:6][C:5]([C:8]2[CH:13]=[CH:12][C:11]([C:14]([F:17])([F:16])[F:15])=[CH:10][CH:9]=2)=[CH:4][C:3]=1[C:18]1[NH:22][C:21](=[O:23])[O:20][N:19]=1.[F:24][C:25]1[CH:26]=[C:27]([CH2:32][C:33](Cl)=[O:34])[CH:28]=[C:29]([F:31])[CH:30]=1. The catalyst is N1C=CC=CC=1. The product is [F:24][C:25]1[CH:26]=[C:27]([CH2:32][C:33]([NH:1][C:2]2[CH:7]=[CH:6][C:5]([C:8]3[CH:9]=[CH:10][C:11]([C:14]([F:15])([F:16])[F:17])=[CH:12][CH:13]=3)=[CH:4][C:3]=2[C:18]2[NH:22][C:21](=[O:23])[O:20][N:19]=2)=[O:34])[CH:28]=[C:29]([F:31])[CH:30]=1. The yield is 0.190. (5) The reactants are CO[C:3](=[O:25])[C:4]1[CH:9]=[CH:8][C:7]([O:10][CH2:11][C:12]2[C:13]([C:18]3[CH:23]=[CH:22][C:21]([CH3:24])=[CH:20][CH:19]=3)=[N:14][O:15][C:16]=2[CH3:17])=[N:6][CH:5]=1.COC(=O)C1C=CC(OC[C:37]2[C:38]([C:43]3C=C(C)C=CC=3)=[N:39]OC=2C)=NC=1. No catalyst specified. The product is [CH:38]([NH:39][C:3](=[O:25])[C:4]1[CH:9]=[CH:8][C:7]([O:10][CH2:11][C:12]2[C:13]([C:18]3[CH:19]=[CH:20][C:21]([CH3:24])=[CH:22][CH:23]=3)=[N:14][O:15][C:16]=2[CH3:17])=[N:6][CH:5]=1)([CH3:43])[CH3:37]. The yield is 0.780.